From a dataset of Catalyst prediction with 721,799 reactions and 888 catalyst types from USPTO. Predict which catalyst facilitates the given reaction. Reactant: B(Br)(Br)Br.[CH3:5][NH:6][C:7]([C:9]1[C:10]2[CH:18]=[CH:17][C:16]([O:19]C)=[CH:15][C:11]=2[S:12][C:13]=1[CH3:14])=[O:8]. Product: [CH3:5][NH:6][C:7]([C:9]1[C:10]2[CH:18]=[CH:17][C:16]([OH:19])=[CH:15][C:11]=2[S:12][C:13]=1[CH3:14])=[O:8]. The catalyst class is: 2.